Dataset: Forward reaction prediction with 1.9M reactions from USPTO patents (1976-2016). Task: Predict the product of the given reaction. Given the reactants [C:1]1([CH3:9])[CH:6]=[C:5]([CH3:7])C=C(C)C=1.C([C-:12]1[CH:16]=[CH:15][CH:14]=[CH:13]1)=C.[CH-]1C=CC=C1.[Fe+2:22].[C-]1(C=O)C=CC=C1.[CH-]1C=CC=C1.[Fe+2], predict the reaction product. The product is: [CH-:5]1[CH:6]=[CH:1][CH:9]=[CH:7]1.[CH-:12]1[CH:16]=[CH:15][CH:14]=[CH:13]1.[Fe+2:22].